Dataset: Forward reaction prediction with 1.9M reactions from USPTO patents (1976-2016). Task: Predict the product of the given reaction. (1) Given the reactants [Si]([O:8][CH2:9][CH2:10][C:11]1([C:24]#[N:25])[CH2:16][CH2:15][N:14]([C:17]([O:19][C:20]([CH3:23])([CH3:22])[CH3:21])=[O:18])[CH2:13][CH2:12]1)(C(C)(C)C)(C)C.CCCC[N+](CCCC)(CCCC)CCCC.O.O.O.[F-], predict the reaction product. The product is: [C:24]([C:11]1([CH2:10][CH2:9][OH:8])[CH2:16][CH2:15][N:14]([C:17]([O:19][C:20]([CH3:21])([CH3:22])[CH3:23])=[O:18])[CH2:13][CH2:12]1)#[N:25]. (2) Given the reactants [O:1]=[C:2]1[N:7]([C:8]2[CH:13]=[CH:12][N:11]=[C:10]([C:14]([F:17])([F:16])[F:15])[CH:9]=2)[C:6]2[CH2:18][CH2:19][C:20](=[O:21])[C:5]=2[CH:4]([C:22]2[CH:29]=[CH:28][C:25]([C:26]#[N:27])=[CH:24][C:23]=2[S:30]([CH3:33])(=[O:32])=[O:31])[NH:3]1.[H-].[Na+].[CH3:36][S:37](Cl)(=[O:39])=[O:38].O, predict the reaction product. The product is: [CH3:33][S:30]([C:23]1[CH:24]=[C:25]([CH:28]=[CH:29][C:22]=1[CH:4]1[N:3]([S:37]([CH3:36])(=[O:39])=[O:38])[C:2](=[O:1])[N:7]([C:8]2[CH:13]=[CH:12][N:11]=[C:10]([C:14]([F:15])([F:17])[F:16])[CH:9]=2)[C:6]2[CH2:18][CH2:19][C:20](=[O:21])[C:5]1=2)[C:26]#[N:27])(=[O:31])=[O:32]. (3) Given the reactants Cl.[O:2]1[C:6]2([CH2:11][CH2:10][N:9]([C:12]3[CH:17]=[CH:16][CH:15]=[CH:14][C:13]=3[NH2:18])[CH2:8][CH2:7]2)[O:5][CH2:4][CH2:3]1.[C:19]([NH:22][C:23]1[CH:32]=[CH:31][C:26]([S:27](Cl)(=[O:29])=[O:28])=[CH:25][CH:24]=1)(=[O:21])[CH3:20], predict the reaction product. The product is: [O:5]1[C:6]2([CH2:11][CH2:10][N:9]([C:12]3[CH:17]=[CH:16][CH:15]=[CH:14][C:13]=3[NH:18][S:27]([C:26]3[CH:25]=[CH:24][C:23]([NH:22][C:19](=[O:21])[CH3:20])=[CH:32][CH:31]=3)(=[O:29])=[O:28])[CH2:8][CH2:7]2)[O:2][CH2:3][CH2:4]1. (4) Given the reactants [H-].[Na+].[OH:3][NH:4][C:5](=[NH:12])[C:6]1[CH:11]=[CH:10][N:9]=[CH:8][CH:7]=1.C[O:14][C:15]([C@H:17]1[CH2:21][CH2:20][C@@H:19]([CH2:22]O)[CH2:18]1)=O, predict the reaction product. The product is: [N:9]1[CH:10]=[CH:11][C:6]([C:5]2[N:12]=[C:22]([C@@H:19]3[CH2:20][CH2:21][C@H:17]([CH2:15][OH:14])[CH2:18]3)[O:3][N:4]=2)=[CH:7][CH:8]=1.